From a dataset of Merck oncology drug combination screen with 23,052 pairs across 39 cell lines. Regression. Given two drug SMILES strings and cell line genomic features, predict the synergy score measuring deviation from expected non-interaction effect. (1) Drug 1: Cn1nnc2c(C(N)=O)ncn2c1=O. Drug 2: Cn1c(=O)n(-c2ccc(C(C)(C)C#N)cc2)c2c3cc(-c4cnc5ccccc5c4)ccc3ncc21. Cell line: EFM192B. Synergy scores: synergy=13.0. (2) Cell line: SKOV3. Drug 1: COC1CC2CCC(C)C(O)(O2)C(=O)C(=O)N2CCCCC2C(=O)OC(C(C)CC2CCC(OP(C)(C)=O)C(OC)C2)CC(=O)C(C)C=C(C)C(O)C(OC)C(=O)C(C)CC(C)C=CC=CC=C1C. Drug 2: CCc1cnn2c(NCc3ccc[n+]([O-])c3)cc(N3CCCCC3CCO)nc12. Synergy scores: synergy=13.6.